Dataset: Full USPTO retrosynthesis dataset with 1.9M reactions from patents (1976-2016). Task: Predict the reactants needed to synthesize the given product. Given the product [CH2:1]([NH:3][C:4]([NH:6][C:7]1[N:12]=[CH:11][C:10]([C:13]2[CH:14]=[N:15][CH:16]=[C:17]([C:19]3[O:20][C:23]([C@@H:24]([OH:26])[CH3:25])=[N:22][N:21]=3)[CH:18]=2)=[C:9]([C:35]2[S:36][CH:37]=[C:38]([C:40]([F:42])([F:43])[F:41])[N:39]=2)[CH:8]=1)=[O:5])[CH3:2], predict the reactants needed to synthesize it. The reactants are: [CH2:1]([NH:3][C:4]([NH:6][C:7]1[N:12]=[CH:11][C:10]([C:13]2[CH:14]=[N:15][CH:16]=[C:17]([C:19]([NH:21][NH:22][C:23](=O)[C@@H:24]([O:26][Si](CC)(CC)CC)[CH3:25])=[O:20])[CH:18]=2)=[C:9]([C:35]2[S:36][CH:37]=[C:38]([C:40]([F:43])([F:42])[F:41])[N:39]=2)[CH:8]=1)=[O:5])[CH3:2].C(Cl)(Cl)(Cl)Cl.C(N(C(C)C)CC)(C)C.C1(P(C2C=CC=CC=2)C2C=CC=CC=2)C=CC=CC=1.Cl.